The task is: Predict the reactants needed to synthesize the given product.. This data is from Full USPTO retrosynthesis dataset with 1.9M reactions from patents (1976-2016). Given the product [Cl:14][C:15]1[CH:20]=[CH:19][C:18]([NH:21][C:22](=[O:29])[CH2:23][O:24][CH2:25][C:26](=[O:27])[NH:1][C:2]2[CH:7]=[CH:6][CH:5]=[C:4]([C:8]3[CH:13]=[CH:12][N:11]=[CH:10][CH:9]=3)[CH:3]=2)=[C:17]([CH:16]=1)[C:30]([OH:32])=[O:31], predict the reactants needed to synthesize it. The reactants are: [NH2:1][C:2]1[CH:3]=[C:4]([C:8]2[CH:13]=[CH:12][N:11]=[CH:10][CH:9]=2)[CH:5]=[CH:6][CH:7]=1.[Cl:14][C:15]1[CH:20]=[CH:19][C:18]([NH:21][C:22](=[O:29])[CH2:23][O:24][CH2:25][C:26](O)=[O:27])=[C:17]([C:30]([O:32]C)=[O:31])[CH:16]=1.